Dataset: Peptide-MHC class I binding affinity with 185,985 pairs from IEDB/IMGT. Task: Regression. Given a peptide amino acid sequence and an MHC pseudo amino acid sequence, predict their binding affinity value. This is MHC class I binding data. (1) The peptide sequence is TGPCAGDFA. The MHC is HLA-A02:01 with pseudo-sequence HLA-A02:01. The binding affinity (normalized) is 0. (2) The peptide sequence is TEETFKLSY. The MHC is HLA-A01:01 with pseudo-sequence HLA-A01:01. The binding affinity (normalized) is 0.170. (3) The peptide sequence is HLENDKIEDL. The MHC is HLA-A68:02 with pseudo-sequence HLA-A68:02. The binding affinity (normalized) is 0.0565.